Dataset: Full USPTO retrosynthesis dataset with 1.9M reactions from patents (1976-2016). Task: Predict the reactants needed to synthesize the given product. (1) Given the product [Cl:5][C:6]1[CH:11]=[CH:10][C:9]([C:12]2[N:16]([CH2:17][C@H:18]([OH:23])[C:19]([F:21])([F:20])[F:22])[C:15](=[O:24])[N:14]([CH2:25][C:26]3[N:34]=[C:33]([CH:32]([OH:31])[CH3:36])[NH:29][N:28]=3)[N:13]=2)=[CH:8][CH:7]=1, predict the reactants needed to synthesize it. The reactants are: [O-]CC.[Na+].[Cl:5][C:6]1[CH:11]=[CH:10][C:9]([C:12]2[N:16]([CH2:17][C@H:18]([OH:23])[C:19]([F:22])([F:21])[F:20])[C:15](=[O:24])[N:14]([CH2:25][C:26]([NH:28][NH2:29])=O)[N:13]=2)=[CH:8][CH:7]=1.Cl.[OH:31][CH:32]([CH3:36])[C:33](=N)[NH2:34]. (2) Given the product [O:5]=[C:4]1[C:3]2[CH:7]=[CH:8][CH:9]=[C:10]([C:11]([OH:13])=[O:12])[C:2]=2[N:1]=[CH:14][O:6]1, predict the reactants needed to synthesize it. The reactants are: [NH2:1][C:2]1[C:10]([C:11]([OH:13])=[O:12])=[CH:9][CH:8]=[CH:7][C:3]=1[C:4]([OH:6])=[O:5].[CH2:14]=O. (3) Given the product [F:9][C:8]1[CH:7]=[CH:6][C:5]([CH:10]([CH3:15])[CH:11]=[O:12])=[CH:4][C:3]=1[C:1]#[N:2], predict the reactants needed to synthesize it. The reactants are: [C:1]([C:3]1[CH:4]=[C:5]([CH:10]([CH3:15])[C:11](OC)=[O:12])[CH:6]=[CH:7][C:8]=1[F:9])#[N:2].CC(C[AlH]CC(C)C)C. (4) Given the product [CH3:1][NH:2][CH2:3][CH2:4][CH:5]([O:12][C:13]1[CH:18]=[CH:17][C:16]([C:19]([F:20])([F:22])[F:21])=[CH:15][CH:14]=1)[C:6]1[CH:7]=[CH:8][CH:9]=[CH:10][CH:11]=1.[ClH:23].[C:24]([OH:31])(=[O:30])[CH2:25][CH2:26][C:27]([OH:29])=[O:28], predict the reactants needed to synthesize it. The reactants are: [CH3:1][NH:2][CH2:3][CH2:4][CH:5]([O:12][C:13]1[CH:14]=[CH:15][C:16]([C:19]([F:22])([F:21])[F:20])=[CH:17][CH:18]=1)[C:6]1[CH:7]=[CH:8][CH:9]=[CH:10][CH:11]=1.[ClH:23].[C:24]([OH:31])(=[O:30])[CH2:25][CH2:26][C:27]([OH:29])=[O:28]. (5) Given the product [N:4]1[NH:3][N:2]=[N:1][C:5]=1[C:6]1[CH:7]=[C:8]([NH:16][C:17](=[O:45])[CH2:18][C:19]2[CH:24]=[CH:23][C:22]([C:25]3[CH:30]=[C:29]([O:31][CH2:32][CH3:33])[C:28](=[O:34])[NH:27][CH:26]=3)=[CH:21][C:20]=2[F:44])[CH:9]=[C:10]([C:12]([F:14])([F:13])[F:15])[CH:11]=1, predict the reactants needed to synthesize it. The reactants are: [N:1]1[NH:2][N:3]=[N:4][C:5]=1[C:6]1[CH:7]=[C:8]([NH:16][C:17](=[O:45])[CH2:18][C:19]2[CH:24]=[CH:23][C:22]([C:25]3[CH:26]=[N:27][C:28]([O:34]CC4C=CC(OC)=CC=4)=[C:29]([O:31][CH2:32][CH3:33])[CH:30]=3)=[CH:21][C:20]=2[F:44])[CH:9]=[C:10]([C:12]([F:15])([F:14])[F:13])[CH:11]=1.C(O)(C(F)(F)F)=O.